This data is from Catalyst prediction with 721,799 reactions and 888 catalyst types from USPTO. The task is: Predict which catalyst facilitates the given reaction. (1) Reactant: O.[NH2:2][NH2:3].[F:4][C:5]([F:16])([F:15])[C:6]([C:8]1[C:9](F)=[N:10][CH:11]=[CH:12][CH:13]=1)=O. Product: [F:4][C:5]([F:16])([F:15])[C:6]1[C:8]2[C:9](=[N:10][CH:11]=[CH:12][CH:13]=2)[NH:3][N:2]=1. The catalyst class is: 8. (2) Reactant: [NH2:1][C:2]1[CH:3]=[C:4]([C:8]2[CH:15]=[CH:14][C:11]([C:12]#[N:13])=[C:10]([Cl:16])[CH:9]=2)[CH:5]=[N:6][CH:7]=1.[F:17][C:18]([F:25])([F:24])[CH2:19][S:20](Cl)(=[O:22])=[O:21]. Product: [Cl:16][C:10]1[CH:9]=[C:8]([C:4]2[CH:3]=[C:2]([NH:1][S:20]([CH2:19][C:18]([F:25])([F:24])[F:17])(=[O:22])=[O:21])[CH:7]=[N:6][CH:5]=2)[CH:15]=[CH:14][C:11]=1[C:12]#[N:13]. The catalyst class is: 17. (3) Reactant: [CH2:1]([O:8][C:9]1[CH:14]=[CH:13][C:12]([NH:15][C:16]2[C:21](C(O)=O)=[C:20]([C:25]([F:28])([F:27])[F:26])[CH:19]=[CH:18][N:17]=2)=[CH:11][CH:10]=1)[C:2]1[CH:7]=[CH:6][CH:5]=[CH:4][CH:3]=1.CC[N:31]([CH2:34]C)CC.C1(P(N=[N+]=[N-])(C2C=CC=CC=2)=[O:43])C=CC=CC=1. Product: [CH2:1]([O:8][C:9]1[CH:10]=[CH:11][C:12]([N:15]2[C:16]3=[N:17][CH:18]=[CH:19][C:20]([C:25]([F:28])([F:27])[F:26])=[C:21]3[NH:31][C:34]2=[O:43])=[CH:13][CH:14]=1)[C:2]1[CH:3]=[CH:4][CH:5]=[CH:6][CH:7]=1. The catalyst class is: 11. (4) Reactant: [C:1]([S:4][CH2:5][C:6]([OH:8])=O)(=[O:3])[CH3:2].CN(C(ON1N=NC2C=CC=NC1=2)=[N+](C)C)C.F[P-](F)(F)(F)(F)F.CCN(C(C)C)C(C)C.Cl.[C:43]([O:47][C:48](=[O:57])[NH:49][CH2:50][CH2:51][CH2:52][CH2:53][CH2:54][CH2:55][NH2:56])([CH3:46])([CH3:45])[CH3:44]. Product: [C:43]([O:47][C:48]([NH:49][CH2:50][CH2:51][CH2:52][CH2:53][CH2:54][CH2:55][NH:56][C:6]([CH2:5][S:4][C:1](=[O:3])[CH3:2])=[O:8])=[O:57])([CH3:46])([CH3:45])[CH3:44]. The catalyst class is: 56. (5) Reactant: [Cl:1][C:2]1[CH:7]=[CH:6][C:5]([CH2:8][C:9]2[C:18]3[C:13](=[CH:14][CH:15]=[CH:16][CH:17]=3)[C:12](=[O:19])[N:11]([CH2:20][C@H:21]3[CH2:25][CH2:24][CH2:23][NH:22]3)[N:10]=2)=[CH:4][CH:3]=1.[CH2:26]([NH:33][C:34](=[O:37])[CH:35]=[CH2:36])[C:27]1[CH:32]=[CH:31][CH:30]=[CH:29][CH:28]=1.CO. Product: [CH:12]([OH:19])=[O:37].[Cl:1][C:2]1[CH:7]=[CH:6][C:5]([CH2:8][C:9]2[C:18]3[C:13](=[CH:14][CH:15]=[CH:16][CH:17]=3)[C:12](=[O:19])[N:11]([CH2:20][C@H:21]3[CH2:25][CH2:24][CH2:23][N:22]3[CH2:36][CH2:35][C:34]([NH:33][CH2:26][C:27]3[CH:32]=[CH:31][CH:30]=[CH:29][CH:28]=3)=[O:37])[N:10]=2)=[CH:4][CH:3]=1. The catalyst class is: 3. (6) Reactant: [CH2:1]([O:8][C:9]1[CH:10]=[CH:11][C:12]([O:18][CH3:19])=[C:13]([CH:17]=1)[NH:14][CH2:15][CH3:16])[C:2]1[CH:7]=[CH:6][CH:5]=[CH:4][CH:3]=1.CCN([CH:26]([CH3:28])C)C(C)C.C(OC(=O)C)(=[O:31])C. Product: [CH2:1]([O:8][C:9]1[CH:10]=[CH:11][C:12]([O:18][CH3:19])=[C:13]([N:14]([CH2:26][CH3:28])[C:15](=[O:31])[CH3:16])[CH:17]=1)[C:2]1[CH:3]=[CH:4][CH:5]=[CH:6][CH:7]=1. The catalyst class is: 22. (7) The catalyst class is: 195. Product: [CH:1]([C:4]1[CH:5]=[CH:6][C:7]([CH:10]2[C:14]3[C:15]([CH3:32])=[C:16]([N:21]([CH2:22][CH2:23][C:24]4[CH:25]=[CH:26][C:27]([O:30][CH3:31])=[CH:28][CH:29]=4)[C:35](=[O:37])[CH3:36])[C:17]([CH3:20])=[C:18]([CH3:19])[C:13]=3[O:12][C:11]2([CH3:34])[CH3:33])=[CH:8][CH:9]=1)([CH3:3])[CH3:2]. Reactant: [CH:1]([C:4]1[CH:9]=[CH:8][C:7]([CH:10]2[C:14]3[C:15]([CH3:32])=[C:16]([NH:21][CH2:22][CH2:23][C:24]4[CH:29]=[CH:28][C:27]([O:30][CH3:31])=[CH:26][CH:25]=4)[C:17]([CH3:20])=[C:18]([CH3:19])[C:13]=3[O:12][C:11]2([CH3:34])[CH3:33])=[CH:6][CH:5]=1)([CH3:3])[CH3:2].[C:35](Cl)(=[O:37])[CH3:36].C(=O)([O-])O.[Na+].